From a dataset of Experimentally validated miRNA-target interactions with 360,000+ pairs, plus equal number of negative samples. Binary Classification. Given a miRNA mature sequence and a target amino acid sequence, predict their likelihood of interaction. The miRNA is hsa-miR-6727-3p with sequence UCCUGCCACCUCCUCCGCAG. The protein sequence of the target gene is MEVRGSFLAACRRRMATWRKNRDKDGFSNPGYRVRQKDLGMIHKAAIAGDVNKVMESILLRLNDLNDRDKKNRTALLLACAHGRPGVVADLVARKCQLNLTDSENRTALIKAVQCQEEVCASILLEHGANPNVRDMYGNTALHYAIDNENISMARKLLAYGADIEARSQDGHTSLLLAVNRKKEQMVAFLLKKKPDLTAIDNFGRTALILAARNGSTSVVYQLLQHNIDVFCQDISGWTAEDYAVASKFQAIRGMISEYKANKRCKSLQNSNSEQDLEMTSEGEQERLEGCESSQPQVEE.... Result: 1 (interaction).